Dataset: Peptide-MHC class I binding affinity with 185,985 pairs from IEDB/IMGT. Task: Regression. Given a peptide amino acid sequence and an MHC pseudo amino acid sequence, predict their binding affinity value. This is MHC class I binding data. The peptide sequence is ATEDPSSGY. The MHC is HLA-A11:01 with pseudo-sequence HLA-A11:01. The binding affinity (normalized) is 0.000667.